Dataset: Forward reaction prediction with 1.9M reactions from USPTO patents (1976-2016). Task: Predict the product of the given reaction. (1) Given the reactants [Cl:1][C:2]1[N:7]=[C:6]2[NH:8][CH:9]=[C:10]([I:11])[C:5]2=[N:4][CH:3]=1.C(=O)([O-])[O-].[K+].[K+].Br[CH2:19][CH2:20][CH2:21][NH:22][C:23](=[O:26])[O:24][CH3:25].O, predict the reaction product. The product is: [Cl:1][C:2]1[N:7]=[C:6]2[N:8]([CH2:19][CH2:20][CH2:21][NH:22][C:23](=[O:26])[O:24][CH3:25])[CH:9]=[C:10]([I:11])[C:5]2=[N:4][CH:3]=1. (2) The product is: [C:1]([NH:8][CH2:9][CH2:10][O:11][CH2:12][CH2:13][O:14][CH2:15][CH2:16][O:17][CH2:18][CH2:19][O:20][C:21]1[CH:22]=[C:23]([CH:24]=[C:25]([O:29][CH3:30])[C:26]=1[O:27][CH3:28])[CH:31]=[O:32])([O:3][C:4]([CH3:7])([CH3:6])[CH3:5])=[O:2]. Given the reactants [C:1]([NH:8][CH2:9][CH2:10][O:11][CH2:12][CH2:13][O:14][CH2:15][CH2:16][O:17][CH2:18][CH2:19][O:20][C:21]1[CH:22]=[C:23]([CH:31]2OCC[O:32]2)[CH:24]=[C:25]([O:29][CH3:30])[C:26]=1[O:27][CH3:28])([O:3][C:4]([CH3:7])([CH3:6])[CH3:5])=[O:2].II, predict the reaction product. (3) Given the reactants [CH3:1][N:2]([CH2:4][CH2:5][CH:6]=[C:7]1[C:17]2[CH:18]=[CH:19][CH:20]=[CH:21][C:16]=2[O:15][CH2:14][C:13]2[CH:12]=[CH:11][CH:10]=[CH:9][C:8]1=2)C.Cl.[OH-].[Na+].C(O)(=O)/C=C\C(O)=O, predict the reaction product. The product is: [CH3:1][NH:2][CH2:4][CH2:5]/[CH:6]=[C:7]1\[C:8]2[C:13]([CH2:14][O:15][C:16]3[C:17]\1=[CH:18][CH:19]=[CH:20][CH:21]=3)=[CH:12][CH:11]=[CH:10][CH:9]=2.